Dataset: Full USPTO retrosynthesis dataset with 1.9M reactions from patents (1976-2016). Task: Predict the reactants needed to synthesize the given product. Given the product [CH3:1][O:2][C:3]([NH:5][C@@H:6]([CH:20]([CH3:23])[CH3:21])[C:7]([N:9]1[C@H:13]([C:14]([OH:16])=[O:15])[CH2:12][C@@H:11]2[CH2:17][CH2:18][CH2:19][C@H:10]12)=[O:8])=[O:4], predict the reactants needed to synthesize it. The reactants are: [CH3:1][O:2][C:3]([NH:5][C@@H:6]([C@@H:20]([CH3:23])[CH2:21]C)[C:7]([N:9]1[C@H:13]([C:14]([OH:16])=[O:15])[CH2:12][C@@H:11]2[CH2:17][CH2:18][CH2:19][C@H:10]12)=[O:8])=[O:4].COC(N[C@@H](C(C)C)C(O)=O)=O.